From a dataset of Peptide-MHC class II binding affinity with 134,281 pairs from IEDB. Regression. Given a peptide amino acid sequence and an MHC pseudo amino acid sequence, predict their binding affinity value. This is MHC class II binding data. (1) The peptide sequence is SVLLVVVLFAVFLGS. The MHC is HLA-DQA10101-DQB10501 with pseudo-sequence HLA-DQA10101-DQB10501. The binding affinity (normalized) is 0.0429. (2) The peptide sequence is IIGVLHQNFKDTSMQ. The MHC is DRB3_0202 with pseudo-sequence DRB3_0202. The binding affinity (normalized) is 0.599.